This data is from Forward reaction prediction with 1.9M reactions from USPTO patents (1976-2016). The task is: Predict the product of the given reaction. (1) Given the reactants [CH3:1][C:2]1[C:11]2[C:6](=[CH:7][C:8]([O:12][CH2:13][O:14][CH2:15][CH2:16][Si:17]([CH3:20])([CH3:19])[CH3:18])=[CH:9][CH:10]=2)[O:5][C:4](=[O:21])[CH:3]=1.[Li+].C[Si]([N-][Si](C)(C)C)(C)C.[CH3:32][Si:33]([CH2:36][CH2:37][O:38][CH2:39]Cl)([CH3:35])[CH3:34], predict the reaction product. The product is: [CH3:1][C:2]1[C:11]2[C:6](=[CH:7][C:8]([O:12][CH2:13][O:14][CH2:15][CH2:16][Si:17]([CH3:20])([CH3:19])[CH3:18])=[CH:9][CH:10]=2)[O:5][C:4](=[O:21])[C:3]=1[CH2:39][O:38][CH2:37][CH2:36][Si:33]([CH3:35])([CH3:34])[CH3:32]. (2) Given the reactants Cl[C:2]1[CH:9]=[C:8]([N:10]2[CH2:14][CH2:13][CH2:12][CH2:11]2)[CH:7]=[CH:6][C:3]=1[C:4]#[N:5].[CH3:15][S-:16].[Na+], predict the reaction product. The product is: [CH3:15][S:16][C:2]1[CH:9]=[C:8]([N:10]2[CH2:14][CH2:13][CH2:12][CH2:11]2)[CH:7]=[CH:6][C:3]=1[C:4]#[N:5]. (3) Given the reactants C[O:2][C:3]1[CH:4]=[C:5]([C:9]2[C:18]3[C:13](=[C:14]4[CH:22]=[CH:21][CH:20]=[CH:19][C:15]4=[CH:16][CH:17]=3)[NH:12][C:11](=[O:23])[N:10]=2)[CH:6]=[CH:7][CH:8]=1.B(Br)(Br)Br.C(=O)(O)[O-].[Na+], predict the reaction product. The product is: [OH:2][C:3]1[CH:4]=[C:5]([C:9]2[C:18]3[C:13](=[C:14]4[CH:22]=[CH:21][CH:20]=[CH:19][C:15]4=[CH:16][CH:17]=3)[NH:12][C:11](=[O:23])[N:10]=2)[CH:6]=[CH:7][CH:8]=1. (4) Given the reactants [N:1]1[CH:6]=[CH:5]C=C[CH:2]=1.[C:7]([Cl:14])(=[O:13])[O:8][CH2:9][CH2:10][O:11][CH3:12].[OH2:15], predict the reaction product. The product is: [ClH:14].[C:7](=[O:13])([O:15][CH2:5][CH2:6][NH:1][CH3:2])[O:8][CH2:9][CH2:10][O:11][CH3:12]. (5) Given the reactants C(Cl)Cl.[F:4][C:5]1[CH:6]=[C:7]2[C:25](=[CH:26][CH:27]=1)[O:24][CH2:23][CH2:22][NH:21][CH2:20][C:19]1=[C:28]3[N:29]=[C:13]([CH:14]=[CH:15][N:16]3[N:17]=[CH:18]1)[N:12]1[C@@H:8]2[CH2:9][CH2:10][CH2:11]1.CCN(C(C)C)C(C)C.[CH3:39][S:40](Cl)(=[O:42])=[O:41], predict the reaction product. The product is: [F:4][C:5]1[CH:6]=[C:7]2[C:25](=[CH:26][CH:27]=1)[O:24][CH2:23][CH2:22][N:21]([S:40]([CH3:39])(=[O:42])=[O:41])[CH2:20][C:19]1=[C:28]3[N:29]=[C:13]([CH:14]=[CH:15][N:16]3[N:17]=[CH:18]1)[N:12]1[C@@H:8]2[CH2:9][CH2:10][CH2:11]1. (6) Given the reactants [N:1]1[CH2:6][CH2:5][CH2:4][NH:3][C:2]=1[NH:7][CH2:8][CH2:9][CH2:10][O:11][C:12]1[CH:13]=[CH:14][C:15]2[CH2:21][CH:20]([CH2:22][C:23]([O:25]CC)=[O:24])[C:19]3[CH:28]=[CH:29][CH:30]=[CH:31][C:18]=3[CH2:17][C:16]=2[CH:32]=1.O.[OH-].[Li+].C1COCC1, predict the reaction product. The product is: [N:1]1[CH2:6][CH2:5][CH2:4][NH:3][C:2]=1[NH:7][CH2:8][CH2:9][CH2:10][O:11][C:12]1[CH:13]=[CH:14][C:15]2[CH2:21][CH:20]([CH2:22][C:23]([OH:25])=[O:24])[C:19]3[CH:28]=[CH:29][CH:30]=[CH:31][C:18]=3[CH2:17][C:16]=2[CH:32]=1. (7) The product is: [Br:1][C:2]1[C:14]([CH3:15])=[CH:13][C:5]([O:6][C:7]([CH3:12])([CH3:11])[CH2:8][OH:9])=[CH:4][C:3]=1[CH3:16]. Given the reactants [Br:1][C:2]1[C:14]([CH3:15])=[CH:13][C:5]([O:6][C:7]([CH3:12])([CH3:11])[C:8](O)=[O:9])=[CH:4][C:3]=1[CH3:16].O.Cl, predict the reaction product. (8) Given the reactants [CH:1]([C:4]1[CH:9]=[CH:8][C:7]([C:10]2[CH:15]=[CH:14][C:13](/[C:16](/[CH3:20])=[CH:17]/[CH2:18][OH:19])=[CH:12][CH:11]=2)=[CH:6][CH:5]=1)([CH3:3])[CH3:2].[CH2:21]([O:23][C@@H:24]([CH2:30][C:31]1[CH:36]=[CH:35][C:34](O)=[CH:33][CH:32]=1)[C:25]([O:27][CH2:28][CH3:29])=[O:26])[CH3:22], predict the reaction product. The product is: [CH2:21]([O:23][C@@H:24]([CH2:30][C:31]1[CH:32]=[CH:33][C:34]([O:19][CH2:18]/[CH:17]=[C:16](/[C:13]2[CH:12]=[CH:11][C:10]([C:7]3[CH:8]=[CH:9][C:4]([CH:1]([CH3:3])[CH3:2])=[CH:5][CH:6]=3)=[CH:15][CH:14]=2)\[CH3:20])=[CH:35][CH:36]=1)[C:25]([O:27][CH2:28][CH3:29])=[O:26])[CH3:22]. (9) Given the reactants Cl.Cl[C:3]1[N:16]2[C:7](=[N:8][C:9]3[C:14]([C:15]2=[O:17])=[C:13]([F:18])[CH:12]=[CH:11][CH:10]=3)[C:6]2[CH:19]=[CH:20][N:21](S(C3C=CC(C)=CC=3)(=O)=O)[C:5]=2[N:4]=1.[CH3:32][N:33]([CH3:50])[C@@H:34]([CH3:49])[C:35]([N:37]1[C:45]2[C:40](=[CH:41][C:42]([O:47][CH3:48])=[C:43]([NH2:46])[CH:44]=2)[CH2:39][CH2:38]1)=[O:36].[CH3:51][NH2:52].[OH-].[K+], predict the reaction product. The product is: [CH3:32][N:33]([CH3:50])[C@H:34]([C:35]([N:37]1[C:45]2[C:40](=[CH:41][C:42]([O:47][CH3:48])=[C:43]([NH:46][C:3]3[NH:4][C:5]4=[N:21][CH:20]=[CH:19][C:6]4=[C:7]([NH:8][C:9]4[CH:10]=[CH:11][CH:12]=[C:13]([F:18])[C:14]=4[C:15]([NH:52][CH3:51])=[O:17])[N:16]=3)[CH:44]=2)[CH2:39][CH2:38]1)=[O:36])[CH3:49].